From a dataset of Reaction yield outcomes from USPTO patents with 853,638 reactions. Predict the reaction yield, written as a fraction of the theoretical maximum amount of product (1.0 means a 100% yield; for example, 0.34 means a 34% yield). (1) The reactants are [Br:1][C:2]1[CH:3]=[C:4]2[C:8](=[CH:9][CH:10]=1)[NH:7][C:6](=[O:11])[CH2:5]2.[CH2:12]([N:14]([CH2:29][CH3:30])[CH2:15][CH2:16][CH2:17][NH:18][C:19]([C:21]1[NH:22][C:23]([CH:27]=O)=[CH:24][C:25]=1[CH3:26])=[O:20])[CH3:13]. No catalyst specified. The product is [CH2:29]([N:14]([CH2:12][CH3:13])[CH2:15][CH2:16][CH2:17][NH:18][C:19]([C:21]1[NH:22][C:23]([CH:27]=[C:5]2[C:4]3[C:8](=[CH:9][CH:10]=[C:2]([Br:1])[CH:3]=3)[NH:7][C:6]2=[O:11])=[CH:24][C:25]=1[CH3:26])=[O:20])[CH3:30]. The yield is 0.150. (2) The reactants are [Br:1]Br.[Cl:3][CH2:4][CH2:5][C:6]1[CH:11]=[CH:10][C:9]([OH:12])=[CH:8][CH:7]=1. The catalyst is C(Cl)(Cl)Cl. The product is [Br:1][C:10]1[CH:11]=[C:6]([CH2:5][CH2:4][Cl:3])[CH:7]=[CH:8][C:9]=1[OH:12]. The yield is 0.890. (3) The reactants are [OH:1][C:2]1[CH:7]=[CH:6][C:5]([CH2:8][C:9]([O:11][CH3:12])=[O:10])=[CH:4][CH:3]=1.[H-].[Na+].Cl[CH2:16][C:17]1[C:18]([CH3:24])=[N:19][CH:20]=[CH:21][C:22]=1[CH3:23]. The catalyst is CN(C=O)C. The product is [CH3:24][C:18]1[C:17]([CH2:16][O:1][C:2]2[CH:3]=[CH:4][C:5]([CH2:8][C:9]([O:11][CH3:12])=[O:10])=[CH:6][CH:7]=2)=[C:22]([CH3:23])[CH:21]=[CH:20][N:19]=1. The yield is 0.250. (4) The reactants are [C:1]([O:5][C:6]([N:8]([CH3:22])[C@@H:9]([C:13]([CH3:21])([C:15]1[CH:20]=[CH:19][CH:18]=[CH:17][CH:16]=1)[CH3:14])[C:10](O)=[O:11])=[O:7])([CH3:4])([CH3:3])[CH3:2].F[P-](F)(F)(F)(F)F.N1(O[P+](N2CCCC2)(N2CCCC2)N2CCCC2)C2C=CC=CC=2N=N1.C(N(C(C)C)CC)(C)C.[CH3:65][O:66][C:67]1[CH:95]=[CH:94][C:70]([CH2:71][S:72][C:73]([CH3:93])([CH3:92])[C@@H:74]([C:76]([N:78]([CH3:91])[C@H:79]([CH:88]([CH3:90])[CH3:89])/[CH:80]=[C:81](\[CH3:87])/[C:82]([O:84][CH2:85][CH3:86])=[O:83])=[O:77])[NH2:75])=[CH:69][CH:68]=1. The catalyst is ClCCl. The product is [C:1]([O:5][C:6]([N:8]([CH3:22])[C@H:9]([C:10]([NH:75][C@H:74]([C:76]([N:78]([C@H:79]([CH:88]([CH3:90])[CH3:89])/[CH:80]=[C:81](\[CH3:87])/[C:82]([O:84][CH2:85][CH3:86])=[O:83])[CH3:91])=[O:77])[C:73]([S:72][CH2:71][C:70]1[CH:69]=[CH:68][C:67]([O:66][CH3:65])=[CH:95][CH:94]=1)([CH3:92])[CH3:93])=[O:11])[C:13]([CH3:21])([CH3:14])[C:15]1[CH:20]=[CH:19][CH:18]=[CH:17][CH:16]=1)=[O:7])([CH3:3])([CH3:2])[CH3:4]. The yield is 0.770.